From a dataset of Antibody developability classification from SAbDab with 2,409 antibodies. Regression/Classification. Given an antibody's heavy chain and light chain sequences, predict its developability. TAP uses regression for 5 developability metrics; SAbDab uses binary classification. (1) The antibody is ['EVQLQESGPGLVKPSQSLSLTCTVTGFSITSDYAWNWIRQFPGSKLEWMGFISYSGDTSFNPSLKSRISVTRDTSKNQFFLQLNSVTTEDTATYYCASYDGYSFDYWGQGTTLTVSS', 'DIVLTQSPASLAISLGQRATISCRASKSVSTSGSSYMFWYQQKPGQPPKLLIYLASNLESGVPARFSGSGSGTDFTLNIHPVEEEDAAAYYCQHSREIPYTFGGGTKLEIK']. Result: 1 (developable). (2) The antibody is ['EVQLVQSGAEVKKPGESLKISCKGFGYSFSTYWIAWVRQMPGKGLEWMGMIYPGDSDTKYSPSLQGQVTISGDKSISTAYLQWSSLKASDTAMYYCARLLNNYDSSGFLYWYLDLWGRGTLVTVSS', 'NFMLTQPHSVSESPGKTVTISCTRSSGSIASDYVQWYQQRPGSSPTTVIYEDNQRPSGVPDRFSGSIDSSSNSASLTISGLKTEDEADYYCQSYDMTNHNWVFGGGTKLTVL']. Result: 0 (not developable). (3) The antibody is ['EVQLVESGGGLVQPGGSLRLSCAASGFTFSVYYMNWVRQAPGKGLEWVSDINNEGGTTYYADSVKGRFTISRDNAKNTLTLQMNSLKPEDTALYYCVRDAGYSNHVPIFDSWGQGTQVIVAS', 'QAVVTQEPSLTVSPGGTVTLTCGLKSGSVTSTNFPTWYQQTPGQAPRLLIYNTNTRHSGVPSRFSGSISENKAALTITGAQPEDEAEYFCALFISNPSVEFGGGTQLTVL']. Result: 0 (not developable). (4) The antibody is ['EVQLVESGAEVKKPGSSVKVSCRASGTFYKYAINWVRQAPGQGLEWMGGIIPFFGTTNYAQKFQGRLTITADGSTNTAYMQLDSLRSEDTAVYYCAGPSITESHYCLDCAAKDYYYGLDVWGQGTTVTVSS', 'QSVLTQPPSASGTPGQSVTISCSGSRSNIGGNTVNWYQHLPGMAPKLLIYSSNQRSSGVPDRFSGSKSGTSASLAISGLQSEDDADYYCASWDDSLNGVVFGGGTKLTVL']. Result: 0 (not developable).